Dataset: hERG potassium channel inhibition data for cardiac toxicity prediction from Karim et al.. Task: Regression/Classification. Given a drug SMILES string, predict its toxicity properties. Task type varies by dataset: regression for continuous values (e.g., LD50, hERG inhibition percentage) or binary classification for toxic/non-toxic outcomes (e.g., AMES mutagenicity, cardiotoxicity, hepatotoxicity). Dataset: herg_karim. (1) The molecule is FC(F)(F)Oc1ccc(OC2CC2)c(CN[C@H]2CCC3CC[C@]2(c2ccccc2)N3)c1. The result is 1 (blocker). (2) The drug is Cc1cccc(Cn2ccc3c(OC4CCN(Cc5cscn5)CC4)ncnc32)c1. The result is 1 (blocker). (3) The compound is CS(=O)(=O)c1ccc(-n2cc(Cl)c(OC3CCN(c4ncc(Cl)cn4)CC3)cc2=O)c(F)c1. The result is 1 (blocker). (4) The compound is CC1CCN(CCCOc2ccc(=O)n(-c3ccc(F)c(F)c3)n2)CC1. The result is 1 (blocker). (5) The compound is COc1c(C)cc(C2(c3cccc(-c4cncnc4)c3)N=C(N)c3c(F)cccc32)cc1C#N. The result is 1 (blocker). (6) The compound is CCc1cccc2c(-c3nc(CN(CC)CC)cs3)cn(CC3CCOCC3)c12. The result is 1 (blocker). (7) The molecule is CCCCCCCN(CC)CC#CC(c1ccccc1)c1ccccc1. The result is 1 (blocker).